From a dataset of Reaction yield outcomes from USPTO patents with 853,638 reactions. Predict the reaction yield, written as a fraction of the theoretical maximum amount of product (1.0 means a 100% yield; for example, 0.34 means a 34% yield). (1) The reactants are [Br:1][C:2]1[CH:7]=[CH:6][C:5]([O:8][CH3:9])=[CH:4][C:3]=1[N+:10]([O-])=O. The catalyst is C(O)C.[Ni]. The product is [Br:1][C:2]1[CH:7]=[CH:6][C:5]([O:8][CH3:9])=[CH:4][C:3]=1[NH2:10]. The yield is 0.860. (2) The reactants are [F:1][CH:2]1[CH2:7][CH:6]([CH2:8][OH:9])[CH2:5][CH2:4][CH:3]1[N:10]1[CH2:15][CH2:14][N:13]([C:16]([O:18][C:19]([CH3:22])([CH3:21])[CH3:20])=[O:17])[CH2:12][CH2:11]1.C(N(CC)CC)C.[CH3:30][S:31](Cl)(=[O:33])=[O:32]. The catalyst is C(Cl)Cl. The product is [F:1][CH:2]1[CH2:7][CH:6]([CH2:8][O:9][S:31]([CH3:30])(=[O:33])=[O:32])[CH2:5][CH2:4][CH:3]1[N:10]1[CH2:11][CH2:12][N:13]([C:16]([O:18][C:19]([CH3:22])([CH3:21])[CH3:20])=[O:17])[CH2:14][CH2:15]1. The yield is 1.00. (3) The reactants are [CH2:1]([NH:8][C:9]1[N:14]2[N:15]=[CH:16][C:17]([C:18]([O:20]CC)=[O:19])=[C:13]2[N:12]=[CH:11][C:10]=1[C:23]([N:25]1[CH2:30][CH2:29][C:28]2([C:38]3[C:33](=[CH:34][CH:35]=[CH:36][CH:37]=3)[C:32](=[O:39])[O:31]2)[CH2:27][CH2:26]1)=[O:24])[C:2]1[CH:7]=[CH:6][CH:5]=[CH:4][CH:3]=1.Cl. No catalyst specified. The product is [CH2:1]([NH:8][C:9]1[N:14]2[N:15]=[CH:16][C:17]([C:18]([OH:20])=[O:19])=[C:13]2[N:12]=[CH:11][C:10]=1[C:23]([N:25]1[CH2:26][CH2:27][C:28]2([C:38]3[C:33](=[CH:34][CH:35]=[CH:36][CH:37]=3)[C:32](=[O:39])[O:31]2)[CH2:29][CH2:30]1)=[O:24])[C:2]1[CH:3]=[CH:4][CH:5]=[CH:6][CH:7]=1. The yield is 0.900. (4) The product is [Cl:20][C:18]1[CH:17]=[CH:16][C:15]([OH:21])=[C:14]([C:12](=[O:13])/[CH:11]=[CH:3]/[C:4]2[CH:9]=[CH:8][CH:7]=[CH:6][CH:5]=2)[CH:19]=1. The reactants are [OH-].[Na+].[CH:3](=O)[C:4]1[CH:9]=[CH:8][CH:7]=[CH:6][CH:5]=1.[CH3:11][C:12]([C:14]1[CH:19]=[C:18]([Cl:20])[CH:17]=[CH:16][C:15]=1[OH:21])=[O:13]. The catalyst is O.CO. The yield is 0.460. (5) No catalyst specified. The reactants are Cl[CH:2]([CH:14]1[CH2:19][CH2:18][CH2:17][CH2:16][CH2:15]1)[C:3]1[O:4][C:5]2[CH:11]=[CH:10][C:9]([O:12][CH3:13])=[CH:8][C:6]=2[CH:7]=1.[NH2:20][C:21]1[CH:26]=[CH:25][C:24]([C:27]([N:29]([CH3:37])[CH2:30][CH2:31][C:32]([O:34]CC)=[O:33])=[O:28])=[CH:23][CH:22]=1. The product is [CH:14]1([CH:2]([NH:20][C:21]2[CH:22]=[CH:23][C:24]([C:27]([N:29]([CH3:37])[CH2:30][CH2:31][C:32]([OH:34])=[O:33])=[O:28])=[CH:25][CH:26]=2)[C:3]2[O:4][C:5]3[CH:11]=[CH:10][C:9]([O:12][CH3:13])=[CH:8][C:6]=3[CH:7]=2)[CH2:19][CH2:18][CH2:17][CH2:16][CH2:15]1. The yield is 0.140. (6) The reactants are [Br:1][C:2]1[CH:3]=[C:4]([Cl:14])[C:5]([C:8](N(OC)C)=[O:9])=[N:6][CH:7]=1.[H-].[H-].[H-].[H-].[Li+].[Al+3]. The catalyst is C1COCC1. The product is [Br:1][C:2]1[CH:3]=[C:4]([Cl:14])[C:5]([CH:8]=[O:9])=[N:6][CH:7]=1. The yield is 0.710. (7) The yield is 0.880. The product is [C:17]1([C:16]([C:23]2[CH:28]=[CH:27][CH:26]=[CH:25][CH:24]=2)=[N:29][NH:30][C:2]2[CH:7]=[CH:6][C:5]([O:8][C:9]([F:15])([F:14])[C:10]([F:13])([F:12])[F:11])=[CH:4][CH:3]=2)[CH:18]=[CH:19][CH:20]=[CH:21][CH:22]=1. The reactants are Br[C:2]1[CH:7]=[CH:6][C:5]([O:8][C:9]([F:15])([F:14])[C:10]([F:13])([F:12])[F:11])=[CH:4][CH:3]=1.[C:16](=[N:29][NH2:30])([C:23]1[CH:28]=[CH:27][CH:26]=[CH:25][CH:24]=1)[C:17]1[CH:22]=[CH:21][CH:20]=[CH:19][CH:18]=1.O=O.CC([O-])(C)C.[Na+]. The catalyst is C1(C)C=CC=CC=1.CC([O-])=O.CC([O-])=O.[Pd+2].C1C=CC(P(C2C(C3C(P(C4C=CC=CC=4)C4C=CC=CC=4)=CC=C4C=3C=CC=C4)=C3C(C=CC=C3)=CC=2)C2C=CC=CC=2)=CC=1.